Dataset: Experimentally validated miRNA-target interactions with 360,000+ pairs, plus equal number of negative samples. Task: Binary Classification. Given a miRNA mature sequence and a target amino acid sequence, predict their likelihood of interaction. (1) The miRNA is hsa-miR-1304-5p with sequence UUUGAGGCUACAGUGAGAUGUG. The protein sequence of the target gene is MSSDEEKYSLPVVQNDSSRGSSVSSNLQEEYEELLHYAIVTPNIEPCASQSSHPKGELVPDVRISTIHDILHSQGNNSEVRETAIEVGKGCDFHISSHSKTDESSPVLSPRKPSHPVMDFFSSHLLADSSSPATNSSHTDAHEILVSDFLVSDENLQKMENVLDLWSSGLKTNIISELSKWRLNFIDWHRMEMRKEKEKHAAHLKQLCNQINELKELQKTFEISIGRKDEVISSLSHAIGKQKEKIELMRTFFHWRIGHVRARQDVYEGKLADQYYQRTLLKKVWKVWRSVVQKQWKDVV.... Result: 0 (no interaction). (2) The miRNA is hsa-miR-5585-3p with sequence CUGAAUAGCUGGGACUACAGGU. The protein sequence of the target gene is MALTSFLPAPTQLSQDQLEAEERARSQRSLQTSLVSSRREPPPYGYRKGWIPRLLEDFGDGGAFPEIHVAQYPLDMGRKKKMSNALAIQVDPEGKIKYDAIARQGQSKDKVIYSKYTDLVPKEVMNADDPDLQRPDEEAIKEITEKTRVALEKSVSQKVAAAMPVRAADKLAPAQYIRYTPSQQGVAFNSGAKQRVIRMVEMQKEPMEPPRFKINKKIPRGPPSPPAPVMHSPSRKMTVKEQQEWKIPPCISNWKNAKGYTIPIDKRLAADGRGLQTVHINENFAKLAEALYIADRKARE.... Result: 0 (no interaction). (3) The protein sequence of the target gene is MRGPIVLHICLAFCSLLLFSVATQCLAFPKIERRREIAHVHAEKGQSDKMNTDDLENSSVTSKQTPQLVVSEDPMMMSAVPSATSLNKAFSINKETQPGQAGLMQTERPGVSTPTESGVPSAEEVFGSSQPERISPESGLAKAMLTIAITATPSLTVDEKEELLTSTNFQPIVEEITETTKGFLKYMDNQSFATESQEGVGLGHSPSSYVNTKEMLTTNPKTEKFEADTDHRTTSFPGAESTAGSEPGSLTPDKEKPSQMTADNTQAAATKQPLETSEYTLSVEPETDSLLGAPEVTVSV.... Result: 1 (interaction). The miRNA is hsa-miR-1297 with sequence UUCAAGUAAUUCAGGUG. (4) The protein sequence of the target gene is MEAKTLGTVTPRKPVLSVSARKIKDNAADWHNLILKWETLNDAGFTTANNIANLKISLLNKDKIELDSSSPASKENEEKVCLEYNEELEKLCEELQATLDGLTKIQVKMEKLSSTTKGICELENYHYGEESKRPPLFHTWPTTHFYEVSHKLLEMYRKELLLKRTVAKELAHTGDPDLTLSYLSMWLHQPYVESDSRLHLESMLLETGHRAL. Result: 1 (interaction). The miRNA is hsa-miR-3135b with sequence GGCUGGAGCGAGUGCAGUGGUG. (5) The miRNA is hsa-miR-760 with sequence CGGCUCUGGGUCUGUGGGGA. The protein sequence of the target gene is METAPKPGKDVPPKKDKLQTKRKKPRRYWEEETVPTTAGASPGPPRNKKNRELRPQRPKNAYILKKSRISKKPQVPKKPREWKNPESQRGLSGTQDPFPGPAPVPVEVVQKFCRIDKSRKLPHSKAKTRSRLEVAEAEEEETSIKAARSELLLAEEPGFLEGEDGEDTAKICQADIVEAVDIASAAKHFDLNLRQFGPYRLNYSRTGRHLAFGGRRGHVAALDWVTKKLMCEINVMEAVRDIRFLHSEALLAVAQNRWLHIYDNQGIELHCIRRCDRVTRLEFLPFHFLLATASETGFLT.... Result: 1 (interaction). (6) The miRNA is hsa-miR-5189-5p with sequence UCUGGGCACAGGCGGAUGGACAGG. The protein sequence of the target gene is MAEITNIRPSFDVSPVAAGLIGASVLVVCVSVTVFVWTCCHQQAEKKHKTPPYKFIHMLKGISIYPETLSNKKKIIKVRRDKDGPRRESGRGNLLINAESGLLSHDKDPRGPSPASCMDQLPIKRDYGEELRSPMTSLTPGESKATSPSSPEEDVMLGSLTFSVDYNFPKKALVVTIQEAHGLPVMDDQTQGSDPYIKMTILPDKRHRVKTRVLRKTLDPVFDETFTFYGIPYSQLQDLVLHFLVLSFDRFSRDDVIGEVMVPLAGVDPSTGKVQLTRDIIKRNIQKCISRGELQVSLSY.... Result: 0 (no interaction). (7) The miRNA is cel-miR-64-5p with sequence UAUGACACUGAAGCGUUACCGAA. The protein sequence of the target gene is MAFLKLRDQPSLVQAIFNGDPDEVRALIFKKEDVNFQDNEKRTPLHAAAYLGDAEIIELLILSGARVNAKDSKWLTPLHRAVASCSEEAVQILLKHSADVNARDKNWQTPLHIAAANKAVKCAESLVPLLSNVNVSDRAGRTALHHAAFSGHGEMVKLLLSRGANINAFDKKDRRAIHWAAYMGHIEVVKLLVSHGAEVTCKDKKSYTPLHAAASSGMISVVKYLLDLGVDMNEPNAYGNTPLHVACYNGQDVVVNELIDCGANVNQKNEKGFTPLHFAAASTHGALCLELLVGNGADVN.... Result: 0 (no interaction).